From a dataset of Full USPTO retrosynthesis dataset with 1.9M reactions from patents (1976-2016). Predict the reactants needed to synthesize the given product. (1) Given the product [N+:13]([C:5]1[CH:6]=[C:7]([CH:9]=[CH:10][C:4]=1[O:3][C:2]([F:11])([F:12])[F:1])[NH2:8])([O-:15])=[O:14], predict the reactants needed to synthesize it. The reactants are: [F:1][C:2]([F:12])([F:11])[O:3][C:4]1[CH:10]=[CH:9][C:7]([NH2:8])=[CH:6][CH:5]=1.[N+:13]([O-])([OH:15])=[O:14].[OH-].[NH4+]. (2) Given the product [F:37][C:24]1[C:23]([C:17]2[C:18]([O:21][CH3:22])=[CH:19][C:20]3[C:11]4[CH:10]=[N:9][NH:8][C:12]=4[N:13]=[CH:14][C:15]=3[CH:16]=2)=[C:28]([F:29])[CH:27]=[CH:26][C:25]=1[NH:30][S:31]([CH2:34][CH2:35][CH3:36])(=[O:32])=[O:33], predict the reactants needed to synthesize it. The reactants are: C([N:8]1[C:12]2[N:13]=[CH:14][C:15]3[CH:16]=[C:17]([C:23]4[C:24]([F:37])=[C:25]([NH:30][S:31]([CH2:34][CH2:35][CH3:36])(=[O:33])=[O:32])[CH:26]=[CH:27][C:28]=4[F:29])[C:18]([O:21][CH3:22])=[CH:19][C:20]=3[C:11]=2[CH:10]=[N:9]1)C1C=CC=CC=1.[NH4+]. (3) The reactants are: Br[C:2]1[CH:3]=[CH:4][CH:5]=[C:6]2[C:11]=1[CH:10]=[N:9][CH:8]=[CH:7]2.[CH3:12][N:13](C=O)C. Given the product [CH:10]1[C:11]2[C:6](=[CH:5][CH:4]=[CH:3][C:2]=2[C:12]#[N:13])[CH:7]=[CH:8][N:9]=1, predict the reactants needed to synthesize it. (4) Given the product [CH3:17][CH2:18][CH2:2][CH:3]([CH3:15])[CH3:4].[Cl:1][C:2]1[CH:18]=[CH:17][C:16]([C:19]([F:20])([F:21])[F:22])=[CH:15][C:3]=1[C:4]([NH:6][C@H:7]1[CH2:12][CH2:11][C@H:10]([CH2:13][O:14][S:29]([C:32]2[CH:38]=[CH:37][C:35]([CH3:36])=[CH:34][CH:33]=2)(=[O:31])=[O:30])[CH2:9][CH2:8]1)=[O:5], predict the reactants needed to synthesize it. The reactants are: [Cl:1][C:2]1[CH:18]=[CH:17][C:16]([C:19]([F:22])([F:21])[F:20])=[CH:15][C:3]=1[C:4]([NH:6][C@H:7]1[CH2:12][CH2:11][C@H:10]([CH2:13][OH:14])[CH2:9][CH2:8]1)=[O:5].N1C=CC=CC=1.[S:29](Cl)([C:32]1[CH:38]=[CH:37][C:35]([CH3:36])=[CH:34][CH:33]=1)(=[O:31])=[O:30]. (5) Given the product [CH2:1]([O:8][CH2:9][CH2:10][O:11][C:12]1[CH:18]=[CH:17][C:15]([NH:16][C:31](=[O:32])[CH2:30][C:27]2[CH:28]=[CH:29][C:24]([Br:23])=[CH:25][C:26]=2[F:34])=[CH:14][C:13]=1[C:19]([F:20])([F:21])[F:22])[C:2]1[CH:3]=[CH:4][CH:5]=[CH:6][CH:7]=1, predict the reactants needed to synthesize it. The reactants are: [CH2:1]([O:8][CH2:9][CH2:10][O:11][C:12]1[CH:18]=[CH:17][C:15]([NH2:16])=[CH:14][C:13]=1[C:19]([F:22])([F:21])[F:20])[C:2]1[CH:7]=[CH:6][CH:5]=[CH:4][CH:3]=1.[Br:23][C:24]1[CH:29]=[CH:28][C:27]([CH2:30][C:31](O)=[O:32])=[C:26]([F:34])[CH:25]=1.C1C=CC2N(O)N=NC=2C=1.C(Cl)CCl.CCN(CC)CC. (6) Given the product [CH2:3]([C:17]([O-:19])=[O:18])[CH2:4][CH2:5][CH2:6][CH2:7][CH2:8][CH2:9][CH2:10][CH2:11][CH2:12][CH2:13][CH2:14][CH2:15][CH3:16].[Zn+2:2].[CH2:3]([C:17]([O-:19])=[O:18])[CH2:4][CH2:5][CH2:6][CH2:7][CH2:8][CH2:9][CH2:10][CH2:11][CH2:12][CH2:13][CH2:14][CH2:15][CH3:16], predict the reactants needed to synthesize it. The reactants are: [O-2].[Zn+2:2].[CH2:3]([C:17]([OH:19])=[O:18])[CH2:4][CH2:5][CH2:6][CH2:7][CH2:8][CH2:9][CH2:10][CH2:11][CH2:12][CH2:13][CH2:14][CH2:15][CH3:16]. (7) Given the product [CH3:34][O:33][C:18]1[CH:19]=[C:20]2[C:25](=[CH:26][C:17]=1[O:16][CH2:15][C:11]1[CH:10]=[C:9]([S:7]([CH3:35])(=[NH:6])=[O:8])[CH:14]=[CH:13][CH:12]=1)[N:24]=[CH:23][N:22]=[C:21]2[NH:27][C:28]1[S:29][CH:30]=[N:31][N:32]=1, predict the reactants needed to synthesize it. The reactants are: C(OC([N:6]=[S:7]([CH3:35])([C:9]1[CH:14]=[CH:13][CH:12]=[C:11]([CH2:15][O:16][C:17]2[CH:26]=[C:25]3[C:20]([C:21]([NH:27][C:28]4[S:29][CH:30]=[N:31][N:32]=4)=[N:22][CH:23]=[N:24]3)=[CH:19][C:18]=2[O:33][CH3:34])[CH:10]=1)=[O:8])=O)C.[O-]CC.[Na+].CCCCCC.ClCCl.CO. (8) Given the product [CH2:47]([N:46]1[C:45]2[CH:54]=[C:55]([F:59])[C:56]([F:58])=[CH:57][C:44]=2[N:43]=[C:42]1[C:39]1[CH:40]=[CH:41][C:36]([Cl:35])=[CH:37][C:38]=1[O:60][CH3:61])[C:48]1[CH:53]=[CH:52][CH:51]=[CH:50][CH:49]=1, predict the reactants needed to synthesize it. The reactants are: C1(COC2C(C3N(CC4C=CC(CCC(O)=O)=CC=4)C4C=C(F)C(F)=CC=4N=3)=CC=CN=2)CC1.[Cl:35][C:36]1[CH:41]=[CH:40][C:39]([C:42]2[N:46]([CH2:47][CH:48]3[CH2:53][CH2:52][CH2:51][CH2:50][CH2:49]3)[C:45]3[CH:54]=[C:55]([F:59])[C:56]([F:58])=[CH:57][C:44]=3[N:43]=2)=[C:38]([O:60][CH2:61]C2C=CC=CC=2Cl)[CH:37]=1.BrCC1C=CC=CC=1.